From a dataset of Forward reaction prediction with 1.9M reactions from USPTO patents (1976-2016). Predict the product of the given reaction. (1) The product is: [OH:63][CH2:62][CH2:61][N:59]([CH3:60])[S:56]([C:52]1[CH:53]=[CH:54][CH:55]=[C:50]([C:18]2[O:19][C:15]([C:13]3[CH:12]=[CH:11][CH:10]=[C:9]([NH:8][C:4]4[CH:3]=[C:2]([CH3:1])[CH:7]=[CH:6][N:5]=4)[N:14]=3)=[CH:16][N:17]=2)[CH:51]=1)(=[O:58])=[O:57]. Given the reactants [CH3:1][C:2]1[CH:7]=[CH:6][N:5]=[C:4]([NH:8][C:9]2[N:14]=[C:13]([C:15]3[O:19][C:18](C=CC4C=CC(C#N)=CC=4)=[N:17][CH:16]=3)[CH:12]=[CH:11][CH:10]=2)[CH:3]=1.CC1C=CN=C(NC2C=CC=C(C3OC=NC=3)N=2)C=1.Br[C:50]1[CH:51]=[C:52]([S:56]([N:59]([CH2:61][CH2:62][OH:63])[CH3:60])(=[O:58])=[O:57])[CH:53]=[CH:54][CH:55]=1.O(C(C)(C)C)[Li], predict the reaction product. (2) Given the reactants [F:1][C:2]([F:22])([F:21])[O:3][C:4]1[CH:9]=[CH:8][C:7]([N:10]2[CH2:14][CH2:13][C:12]3([CH2:19][CH2:18][NH:17][CH2:16][CH2:15]3)[C:11]2=[O:20])=[CH:6][CH:5]=1.O=C(Cl)[O:25][C:26](Cl)(Cl)Cl.[CH2:31]1[C:39]2[C:34](=[CH:35][CH:36]=[CH:37][CH:38]=2)[CH2:33][NH:32]1, predict the reaction product. The product is: [CH2:31]1[C:39]2[C:34](=[CH:35][CH:36]=[CH:37][CH:38]=2)[CH2:33][N:32]1[C:26]([N:17]1[CH2:16][CH2:15][C:12]2([C:11](=[O:20])[N:10]([C:7]3[CH:8]=[CH:9][C:4]([O:3][C:2]([F:1])([F:21])[F:22])=[CH:5][CH:6]=3)[CH2:14][CH2:13]2)[CH2:19][CH2:18]1)=[O:25]. (3) Given the reactants C([O:8][C:9]1[C:22]([F:23])=[CH:21][C:12]([CH2:13][O:14][CH2:15][C:16]([O:18][CH2:19][CH3:20])=[O:17])=[CH:11][C:10]=1[F:24])C1C=CC=CC=1.[H][H], predict the reaction product. The product is: [F:23][C:22]1[CH:21]=[C:12]([CH:11]=[C:10]([F:24])[C:9]=1[OH:8])[CH2:13][O:14][CH2:15][C:16]([O:18][CH2:19][CH3:20])=[O:17]. (4) Given the reactants C([NH:8][C:9]1([CH2:13][NH:14][C:15]2[C:24]3[C:19](=[CH:20][CH:21]=[C:22]([CH3:25])[CH:23]=3)[N:18]=[C:17]([N:26]3[CH2:32][C:31]4[CH:33]=[CH:34][CH:35]=[CH:36][C:30]=4[S:29](=[O:38])(=[O:37])[CH2:28][CH2:27]3)[N:16]=2)[CH2:12][CH2:11][CH2:10]1)C1C=CC=CC=1.FC(F)(F)C(O)=O, predict the reaction product. The product is: [NH2:8][C:9]1([CH2:13][NH:14][C:15]2[C:24]3[C:19](=[CH:20][CH:21]=[C:22]([CH3:25])[CH:23]=3)[N:18]=[C:17]([N:26]3[CH2:32][C:31]4[CH:33]=[CH:34][CH:35]=[CH:36][C:30]=4[S:29](=[O:38])(=[O:37])[CH2:28][CH2:27]3)[N:16]=2)[CH2:12][CH2:11][CH2:10]1. (5) Given the reactants [C:1]([O:9][CH2:10][C:11]([OH:13])=O)(=[O:8])[C:2]1[CH:7]=[CH:6][CH:5]=[CH:4][CH:3]=1.C(N(CC)CC)C.C(Cl)(=O)C(C)(C)C.[C:28]1([CH2:34][C:35]([O:37][CH2:38][CH3:39])=[O:36])[CH:33]=[CH:32][CH:31]=[CH:30][CH:29]=1.C([N-]C(C)C)(C)C.[Li+].[Cl-].[NH4+], predict the reaction product. The product is: [C:1]([O:9][CH2:10][C:11](=[O:13])[CH:34]([C:28]1[CH:33]=[CH:32][CH:31]=[CH:30][CH:29]=1)[C:35]([O:37][CH2:38][CH3:39])=[O:36])(=[O:8])[C:2]1[CH:3]=[CH:4][CH:5]=[CH:6][CH:7]=1.